From a dataset of Full USPTO retrosynthesis dataset with 1.9M reactions from patents (1976-2016). Predict the reactants needed to synthesize the given product. (1) Given the product [C:21]1([C:28]2[CH:33]=[CH:32][CH:31]=[CH:30][CH:29]=2)[CH:22]=[CH:23][CH:24]=[C:19]([N:16]2[CH2:17][CH2:18][N:13]([CH2:12][CH2:11][CH2:10][N:8]3[CH2:7][CH2:6][C:3]4([CH2:5][CH2:4]4)[C@H:2]([OH:1])[CH2:9]3)[C:14](=[O:27])[CH:15]2[CH3:26])[CH:20]=1, predict the reactants needed to synthesize it. The reactants are: [OH:1][C@@H:2]1[CH2:9][N:8]([CH2:10][CH2:11][CH2:12][N:13]2[CH2:18][CH2:17][N:16]([C:19]3[CH:24]=[CH:23][CH:22]=[C:21](I)[CH:20]=3)[CH:15]([CH3:26])[C:14]2=[O:27])[CH2:7][CH2:6][C:3]21[CH2:5][CH2:4]2.[C:28]1(B(O)O)[CH:33]=[CH:32][CH:31]=[CH:30][CH:29]=1.C(=O)([O-])[O-].[K+].[K+].CC(C)=O. (2) The reactants are: Br[C:2]1[C:3]2[N:4]([C:9]([C:19]3[CH:24]=[CH:23][N:22]=[C:21]([NH2:25])[N:20]=3)=[C:10]([C:12]3[CH:17]=[CH:16][CH:15]=[C:14]([CH3:18])[N:13]=3)[N:11]=2)[CH:5]=[C:6]([CH3:8])[CH:7]=1.[N:26]1[CH:31]=[CH:30][CH:29]=[CH:28][C:27]=1[CH2:32][CH2:33][NH2:34].CC([O-])(C)C.[Na+].C1(P(C2CCCCC2)C2C=CC=CC=2C2C=CC=CC=2N(C)C)CCCCC1. Given the product [NH2:25][C:21]1[N:20]=[C:19]([C:9]2[N:4]3[CH:5]=[C:6]([CH3:8])[CH:7]=[C:2]([NH:34][CH2:33][CH2:32][C:27]4[CH:28]=[CH:29][CH:30]=[CH:31][N:26]=4)[C:3]3=[N:11][C:10]=2[C:12]2[CH:17]=[CH:16][CH:15]=[C:14]([CH3:18])[N:13]=2)[CH:24]=[CH:23][N:22]=1, predict the reactants needed to synthesize it.